From a dataset of Peptide-MHC class I binding affinity with 185,985 pairs from IEDB/IMGT. Regression. Given a peptide amino acid sequence and an MHC pseudo amino acid sequence, predict their binding affinity value. This is MHC class I binding data. (1) The peptide sequence is WQFGPSTYY. The MHC is HLA-A68:02 with pseudo-sequence HLA-A68:02. The binding affinity (normalized) is 0.0847. (2) The peptide sequence is ATGFKQSSK. The MHC is HLA-A03:02 with pseudo-sequence HLA-A03:02. The binding affinity (normalized) is 0.473. (3) The peptide sequence is LITMLSIIL. The MHC is HLA-A02:01 with pseudo-sequence HLA-A02:01. The binding affinity (normalized) is 0.562. (4) The peptide sequence is VPQTDAGVT. The MHC is HLA-B08:01 with pseudo-sequence HLA-B08:01. The binding affinity (normalized) is 0.0847. (5) The peptide sequence is YLIPFIWFV. The MHC is HLA-B57:01 with pseudo-sequence HLA-B57:01. The binding affinity (normalized) is 0.0847.